Task: Predict the product of the given reaction.. Dataset: Forward reaction prediction with 1.9M reactions from USPTO patents (1976-2016) (1) Given the reactants [C:1]([CH2:3][C:4]1[C:12]2[C:7](=[CH:8][CH:9]=[C:10]([F:13])[CH:11]=2)[N:6]([CH2:14][C@@H:15]([NH:17][S:18]([C:21]2[C:26]([N+:27]([O-])=O)=[CH:25][C:24]([CH3:30])=[CH:23][C:22]=2[CH3:31])(=[O:20])=[O:19])[CH3:16])[CH:5]=1)#[N:2].Cl.C(=O)(O)[O-].[Na+], predict the reaction product. The product is: [NH2:27][C:26]1[CH:25]=[C:24]([CH3:30])[CH:23]=[C:22]([CH3:31])[C:21]=1[S:18]([NH:17][C@@H:15]([CH3:16])[CH2:14][N:6]1[C:7]2[C:12](=[CH:11][C:10]([F:13])=[CH:9][CH:8]=2)[C:4]([CH2:3][C:1]#[N:2])=[CH:5]1)(=[O:20])=[O:19]. (2) Given the reactants [S:1](Cl)(Cl)=[O:2].N1C=CC=CC=1.[C:11]([O:15][C:16](=[O:29])[NH:17][C:18]([C:22]1[CH:27]=[CH:26][CH:25]=[C:24]([Br:28])[N:23]=1)([CH3:21])[CH2:19][OH:20])([CH3:14])([CH3:13])[CH3:12].Cl, predict the reaction product. The product is: [C:11]([O:15][C:16]([N:17]1[C:18]([C:22]2[CH:27]=[CH:26][CH:25]=[C:24]([Br:28])[N:23]=2)([CH3:21])[CH2:19][O:20][S:1]1=[O:2])=[O:29])([CH3:12])([CH3:13])[CH3:14]. (3) Given the reactants [NH2:1][C:2]1[CH:7]=[C:6]([O:8][CH3:9])[C:5]([O:10][Si:11]([C:24]([CH3:27])([CH3:26])[CH3:25])([C:18]2[CH:23]=[CH:22][CH:21]=[CH:20][CH:19]=2)[C:12]2[CH:17]=[CH:16][CH:15]=[CH:14][CH:13]=2)=[CH:4][C:3]=1[NH:28][CH:29]=O.S([O-])([O-])(=O)=O.[Mg+2].C1(C)C=CC(S([O-])(=O)=O)=CC=1.[NH+]1C=CC=CC=1.C([O-])(O)=O.[Na+], predict the reaction product. The product is: [CH3:27][C:24]([Si:11]([C:18]1[CH:19]=[CH:20][CH:21]=[CH:22][CH:23]=1)([C:12]1[CH:13]=[CH:14][CH:15]=[CH:16][CH:17]=1)[O:10][C:5]1[C:6]([O:8][CH3:9])=[CH:7][C:2]2[NH:1][CH:29]=[N:28][C:3]=2[CH:4]=1)([CH3:25])[CH3:26]. (4) Given the reactants Br[C:2]1[CH:3]=[C:4]([CH:7]=[C:8]([F:10])[CH:9]=1)[C:5]#[N:6].[CH3:11][S-:12].[Na+].C(N(CC)C(C)C)(C)C.Cl, predict the reaction product. The product is: [F:10][C:8]1[CH:7]=[C:4]([CH:3]=[C:2]([S:12][CH3:11])[CH:9]=1)[C:5]#[N:6]. (5) The product is: [F:1][C:2]1[CH:3]=[C:4]([C:9]2[NH:20][C:12]3=[N:13][CH:14]=[C:15]([N+:17]([O-:19])=[O:18])[CH:16]=[C:11]3[N:10]=2)[CH:5]=[CH:6][C:7]=1[N:25]([CH2:26][CH2:27][O:28][CH3:29])[CH2:24][CH2:23][O:22][CH3:21]. Given the reactants [F:1][C:2]1[CH:3]=[C:4]([C:9]2[NH:20][C:12]3=[N:13][CH:14]=[C:15]([N+:17]([O-:19])=[O:18])[CH:16]=[C:11]3[N:10]=2)[CH:5]=[CH:6][C:7]=1F.[CH3:21][O:22][CH2:23][CH2:24][NH:25][CH2:26][CH2:27][O:28][CH3:29], predict the reaction product.